The task is: Predict the reactants needed to synthesize the given product.. This data is from Full USPTO retrosynthesis dataset with 1.9M reactions from patents (1976-2016). (1) Given the product [CH:1]1([C:4]2[S:32][C:8]([C:10]3[CH:11]=[N:12][N:13]4[CH:18]=[CH:17][C:16]([N:19]5[CH2:23][CH2:22][CH2:21][CH:20]5[C:24]5[CH:25]=[N:26][CH:27]=[C:28]([F:30])[CH:29]=5)=[N:15][C:14]=34)=[N:7][N:6]=2)[CH2:3][CH2:2]1, predict the reactants needed to synthesize it. The reactants are: [CH:1]1([C:4]([NH:6][NH:7][C:8]([C:10]2[CH:11]=[N:12][N:13]3[CH:18]=[CH:17][C:16]([N:19]4[CH2:23][CH2:22][CH2:21][CH:20]4[C:24]4[CH:25]=[N:26][CH:27]=[C:28]([F:30])[CH:29]=4)=[N:15][C:14]=23)=O)=O)[CH2:3][CH2:2]1.P12(SP3(SP(SP(S3)(S1)=S)(=S)S2)=S)=[S:32].C([O-])([O-])=O.[Na+].[Na+]. (2) Given the product [CH2:21]([N:28]([CH2:38][C:39]([F:42])([F:41])[F:40])[C:29]([C:31]1[CH:36]=[C:35]([N:17]2[CH2:18][CH2:19][CH:14]([N:10]3[CH2:9][CH2:8][C:7]4[CH:20]=[C:3]([O:2][CH3:1])[CH:4]=[CH:5][C:6]=4[NH:12][C:11]3=[O:13])[CH2:15][CH2:16]2)[N:34]=[CH:33][N:32]=1)=[O:30])[C:22]1[CH:27]=[CH:26][CH:25]=[CH:24][CH:23]=1, predict the reactants needed to synthesize it. The reactants are: [CH3:1][O:2][C:3]1[CH:4]=[CH:5][C:6]2[NH:12][C:11](=[O:13])[N:10]([CH:14]3[CH2:19][CH2:18][NH:17][CH2:16][CH2:15]3)[CH2:9][CH2:8][C:7]=2[CH:20]=1.[CH2:21]([N:28]([CH2:38][C:39]([F:42])([F:41])[F:40])[C:29]([C:31]1[CH:36]=[C:35](Cl)[N:34]=[CH:33][N:32]=1)=[O:30])[C:22]1[CH:27]=[CH:26][CH:25]=[CH:24][CH:23]=1.CCN(C(C)C)C(C)C. (3) Given the product [F:22][C:23]1[CH:24]=[C:25]([CH:35]([NH:37][C:38]([C:40]2[O:41][C:42]([C:6]3[CH:7]=[C:8]([CH:10]4[CH2:11][CH2:12]4)[CH:9]=[C:4]([CH:1]4[CH2:2][CH2:3]4)[CH:5]=3)=[CH:43][CH:44]=2)=[O:39])[CH3:36])[CH:26]=[C:27]([F:34])[C:28]=1[NH:29][S:30]([CH3:33])(=[O:32])=[O:31], predict the reactants needed to synthesize it. The reactants are: [CH:1]1([C:4]2[CH:5]=[C:6](B3OC(C)(C)C(C)(C)O3)[CH:7]=[C:8]([CH:10]3[CH2:12][CH2:11]3)[CH:9]=2)[CH2:3][CH2:2]1.[F:22][C:23]1[CH:24]=[C:25]([CH:35]([NH:37][C:38]([C:40]2[O:41][C:42](Br)=[CH:43][CH:44]=2)=[O:39])[CH3:36])[CH:26]=[C:27]([F:34])[C:28]=1[NH:29][S:30]([CH3:33])(=[O:32])=[O:31].C([O-])([O-])=O.[Cs+].[Cs+]. (4) Given the product [Br:1][C:2]1[CH:15]=[CH:14][C:5]([C:6]([N:8]([CH2:9][CH3:23])[CH2:10][CH2:11][CH3:12])=[O:7])=[C:4]([S:16]([CH:19]([CH3:21])[CH3:20])(=[O:18])=[O:17])[CH:3]=1, predict the reactants needed to synthesize it. The reactants are: [Br:1][C:2]1[CH:15]=[CH:14][C:5]([C:6]([N:8]([CH2:10][CH2:11][CH2:12]C)[CH3:9])=[O:7])=[C:4]([S:16]([CH:19]([CH3:21])[CH3:20])(=[O:18])=[O:17])[CH:3]=1.Br[C:23]1C=CC(C(O)=O)=C(S(C(C)C)(=O)=O)C=1.C(NCCC)C. (5) Given the product [CH2:16]([C:18]1[CH:23]=[CH:22][C:21]([NH:24][C:25]([NH:15][C:12]2[CH:13]=[CH:14][C:9]([O:8][C:4]3[CH:3]=[C:2]([F:1])[N:7]=[CH:6][N:5]=3)=[CH:10][CH:11]=2)=[O:26])=[CH:20][CH:19]=1)[CH3:17], predict the reactants needed to synthesize it. The reactants are: [F:1][C:2]1[N:7]=[CH:6][N:5]=[C:4]([O:8][C:9]2[CH:14]=[CH:13][C:12]([NH2:15])=[CH:11][CH:10]=2)[CH:3]=1.[CH2:16]([C:18]1[CH:23]=[CH:22][C:21]([N:24]=[C:25]=[O:26])=[CH:20][CH:19]=1)[CH3:17]. (6) Given the product [F:1][C:2]1[CH:3]=[C:4]2[C:9](=[CH:10][CH:11]=1)[C:8]([N:12]1[CH2:17][CH2:16][CH:15]([CH2:18][CH2:19][NH:20][C:21](=[O:26])[O:22][CH2:23][C:24]([NH2:27])=[O:25])[CH2:14][CH2:13]1)=[N:7][CH:6]=[CH:5]2, predict the reactants needed to synthesize it. The reactants are: [F:1][C:2]1[CH:3]=[C:4]2[C:9](=[CH:10][CH:11]=1)[C:8]([N:12]1[CH2:17][CH2:16][CH:15]([CH2:18][CH2:19][N:20]3[C:24](=[O:25])[CH2:23][O:22][C:21]3=[O:26])[CH2:14][CH2:13]1)=[N:7][CH:6]=[CH:5]2.[NH3:27]. (7) Given the product [Cl:24][CH2:2][C:3]1[CH:8]=[CH:7][C:6]([C:9]2[CH:10]=[CH:11][C:12]([O:15][CH2:16][CH3:17])=[N:13][CH:14]=2)=[CH:5][CH:4]=1, predict the reactants needed to synthesize it. The reactants are: O[CH2:2][C:3]1[CH:8]=[CH:7][C:6]([C:9]2[CH:10]=[CH:11][C:12]([O:15][CH2:16][CH3:17])=[N:13][CH:14]=2)=[CH:5][CH:4]=1.CS(C)=O.N1C(Cl)=NC(Cl)=NC=1[Cl:24].